From a dataset of Full USPTO retrosynthesis dataset with 1.9M reactions from patents (1976-2016). Predict the reactants needed to synthesize the given product. (1) Given the product [CH:1]1([C:4]([N:28]([CH2:27][C:21]2[CH:22]=[C:23]([F:26])[CH:24]=[CH:25][C:20]=2[C:14]2[C:15]([O:18][CH3:19])=[CH:16][CH:17]=[C:12]([CH2:11][C:10]([OH:41])=[O:9])[CH:13]=2)[CH2:29][CH3:30])=[O:5])[CH2:3][CH2:2]1, predict the reactants needed to synthesize it. The reactants are: [CH:1]1([C:4](Cl)=[O:5])[CH2:3][CH2:2]1.C([O:9][C:10](=[O:41])[CH2:11][C:12]1[CH:13]=[C:14]([C:20]2[CH:25]=[CH:24][C:23]([F:26])=[CH:22][C:21]=2[CH2:27][N:28](C(OCC2C=CC=CC=2)=O)[CH2:29][CH3:30])[C:15]([O:18][CH3:19])=[CH:16][CH:17]=1)C.[Li+].[OH-]. (2) Given the product [CH3:43][N:42]([CH3:44])[CH2:41][CH2:40][O:39][C:36]1[CH:37]=[CH:38][C:33]([NH:32][C:2]2[N:7]=[C:6]([C:8]3[S:12][C:11]([CH3:13])=[N:10][C:9]=3[C:14]3[CH:15]=[C:16]([NH:20][C:21](=[O:30])[C:22]4[CH:27]=[C:26]([F:28])[CH:25]=[CH:24][C:23]=4[F:29])[CH:17]=[CH:18][CH:19]=3)[CH:5]=[CH:4][N:3]=2)=[CH:34][C:35]=1[F:45], predict the reactants needed to synthesize it. The reactants are: Cl[C:2]1[N:7]=[C:6]([C:8]2[S:12][C:11]([CH3:13])=[N:10][C:9]=2[C:14]2[CH:15]=[C:16]([NH:20][C:21](=[O:30])[C:22]3[CH:27]=[C:26]([F:28])[CH:25]=[CH:24][C:23]=3[F:29])[CH:17]=[CH:18][CH:19]=2)[CH:5]=[CH:4][N:3]=1.Cl.[NH2:32][C:33]1[CH:38]=[CH:37][C:36]([O:39][CH2:40][CH2:41][N:42]([CH3:44])[CH3:43])=[C:35]([F:45])[CH:34]=1. (3) The reactants are: [CH:1]1([NH:6][C:7]2[CH:8]=[C:9]([F:23])[CH:10]=[C:11]3[C:15]=2[NH:14][C:13]([C:16]2[S:17][CH2:18][C@@H:19]([CH2:21][OH:22])[N:20]=2)=[CH:12]3)[CH2:5][CH2:4][CH2:3][CH2:2]1.[CH2:24]([O:26][C:27](=[O:30])[CH2:28]Br)[CH3:25].[H-].[Na+].Cl. Given the product [CH2:24]([O:26][C:27](=[O:30])[CH2:28][O:22][CH2:21][C@@H:19]1[CH2:18][S:17][C:16]([C:13]2[NH:14][C:15]3[C:11]([CH:12]=2)=[CH:10][C:9]([F:23])=[CH:8][C:7]=3[NH:6][CH:1]2[CH2:2][CH2:3][CH2:4][CH2:5]2)=[N:20]1)[CH3:25], predict the reactants needed to synthesize it. (4) Given the product [N:4]1[CH:5]=[CH:6][CH:7]=[C:2]([C:16]#[C:15][C:14]([O:18][C:19]2[CH:20]=[C:21]([CH3:27])[C:22]([Br:26])=[C:23]([CH3:25])[CH:24]=2)=[O:17])[CH:3]=1, predict the reactants needed to synthesize it. The reactants are: I[C:2]1[CH:3]=[N:4][CH:5]=[CH:6][CH:7]=1.C([O-])([O-])=O.[K+].[K+].[C:14]([O:18][C:19]1[CH:24]=[C:23]([CH3:25])[C:22]([Br:26])=[C:21]([CH3:27])[CH:20]=1)(=[O:17])[C:15]#[CH:16]. (5) Given the product [Cl:1][C:2]1[CH:7]=[CH:6][C:5]([C:8](=[O:30])[C:9]([N:11]2[CH2:15][CH2:14][C@H:13]([NH:16][C:17]3[CH:26]=[C:25]([CH3:27])[C:24]4[C:19](=[CH:20][CH:21]=[C:22]([OH:28])[CH:23]=4)[N:18]=3)[CH2:12]2)=[O:10])=[CH:4][CH:3]=1, predict the reactants needed to synthesize it. The reactants are: [Cl:1][C:2]1[CH:7]=[CH:6][C:5]([C:8](=[O:30])[C:9]([N:11]2[CH2:15][CH2:14][C@H:13]([NH:16][C:17]3[CH:26]=[C:25]([CH3:27])[C:24]4[C:19](=[CH:20][CH:21]=[C:22]([O:28]C)[CH:23]=4)[N:18]=3)[CH2:12]2)=[O:10])=[CH:4][CH:3]=1.B(Br)(Br)Br.C(=O)([O-])O.[Na+]. (6) Given the product [CH:17]([N:20]1[CH2:25][CH2:24][CH:23]([O:1][C:2]2[CH:10]=[CH:9][C:8]3[N:7]4[C@@H:11]([CH3:16])[CH2:12][NH:13][C:14](=[O:15])[C:6]4=[CH:5][C:4]=3[CH:3]=2)[CH2:22][CH2:21]1)([CH3:19])[CH3:18], predict the reactants needed to synthesize it. The reactants are: [OH:1][C:2]1[CH:10]=[CH:9][C:8]2[N:7]3[C@@H:11]([CH3:16])[CH2:12][NH:13][C:14](=[O:15])[C:6]3=[CH:5][C:4]=2[CH:3]=1.[CH:17]([N:20]1[CH2:25][CH2:24][CH:23](O)[CH2:22][CH2:21]1)([CH3:19])[CH3:18].C1(P(C2C=CC=CC=2)C2C=CC=CC=2)C=CC=CC=1.C(OC(N=NC(OC(C)(C)C)=O)=O)(C)(C)C. (7) Given the product [Cl:22][C:15]1[C:16]([F:21])=[CH:17][CH:18]=[C:19]([Cl:20])[C:14]=1[CH:12]([O:11][N:10]1[C:4]2[C:5](=[N:6][CH:7]=[C:2]([C:33]3[CH:34]=[CH:35][C:30]([S:27]([NH:26][CH2:25][CH2:24][OH:23])(=[O:29])=[O:28])=[CH:31][CH:32]=3)[CH:3]=2)[CH:8]=[CH:9]1)[CH3:13], predict the reactants needed to synthesize it. The reactants are: Br[C:2]1[CH:3]=[C:4]2[N:10]([O:11][CH:12]([C:14]3[C:19]([Cl:20])=[CH:18][CH:17]=[C:16]([F:21])[C:15]=3[Cl:22])[CH3:13])[CH:9]=[CH:8][C:5]2=[N:6][CH:7]=1.[OH:23][CH2:24][CH2:25][NH:26][S:27]([C:30]1[CH:35]=[CH:34][C:33](B(O)O)=[CH:32][CH:31]=1)(=[O:29])=[O:28]. (8) The reactants are: Cl[C:2]1[C:3]2[S:10][C:9]([I:11])=[CH:8][C:4]=2[N:5]=[CH:6][N:7]=1.[Cl:12][C:13]1[CH:32]=[CH:31][C:16]([CH2:17][CH:18]([NH:27][C:28](=[O:30])[OH:29])[C:19](=[O:26])[N:20]2[CH2:25][CH2:24][NH:23][CH2:22][CH2:21]2)=[CH:15][CH:14]=1. Given the product [C:16]([O:30][C:28](=[O:29])[NH:27][CH:18]([CH2:17][C:16]1[CH:15]=[CH:14][C:13]([Cl:12])=[CH:32][CH:31]=1)[C:19]([N:20]1[CH2:21][CH2:22][N:23]([C:2]2[C:3]3[S:10][C:9]([I:11])=[CH:8][C:4]=3[N:5]=[CH:6][N:7]=2)[CH2:24][CH2:25]1)=[O:26])([CH3:31])([CH3:17])[CH3:15], predict the reactants needed to synthesize it. (9) Given the product [CH:18](=[N:16][NH:15][C:13](=[O:14])[C:12]([C:4]1[C:5]([CH2:10][CH3:11])=[CH:6][C:7]([CH3:9])=[CH:8][C:3]=1[CH2:1][CH3:2])=[O:17])[CH3:19], predict the reactants needed to synthesize it. The reactants are: [CH2:1]([C:3]1[CH:8]=[C:7]([CH3:9])[CH:6]=[C:5]([CH2:10][CH3:11])[C:4]=1[C:12](=[O:17])[C:13]([NH:15][NH2:16])=[O:14])[CH3:2].[CH:18](=O)[CH3:19].